Dataset: Full USPTO retrosynthesis dataset with 1.9M reactions from patents (1976-2016). Task: Predict the reactants needed to synthesize the given product. Given the product [CH3:14][C:15]1([CH3:31])[C:19]([CH3:21])([CH3:20])[O:18][B:17]([C:5]2[CH:4]=[N:3][C:2]([NH2:1])=[N:7][CH:6]=2)[O:16]1, predict the reactants needed to synthesize it. The reactants are: [NH2:1][C:2]1[N:7]=[CH:6][C:5](Br)=[CH:4][N:3]=1.C([O-])(=O)C.[K+].[CH3:14][C:15]1([CH3:31])[C:19]([CH3:21])([CH3:20])[O:18][B:17]([B:17]2[O:18][C:19]([CH3:21])([CH3:20])[C:15]([CH3:31])([CH3:14])[O:16]2)[O:16]1.O1CCOCC1.